Dataset: Reaction yield outcomes from USPTO patents with 853,638 reactions. Task: Predict the reaction yield, written as a fraction of the theoretical maximum amount of product (1.0 means a 100% yield; for example, 0.34 means a 34% yield). The reactants are [CH2:1]([C:8]1[N:13]=[N:12][C:11]([N:14]2[CH2:19][CH2:18][N:17]([C:20]3[CH:25]=[N:24][C:23]([C:26](=[O:29])[CH2:27][OH:28])=[CH:22][N:21]=3)[C@H:16]([CH3:30])[CH2:15]2)=[C:10]([CH3:31])[C:9]=1[CH3:32])[C:2]1[CH:7]=[CH:6][CH:5]=[CH:4][CH:3]=1.[BH4-].[Na+].Cl. The catalyst is CCO. The product is [CH2:1]([C:8]1[N:13]=[N:12][C:11]([N:14]2[CH2:19][CH2:18][N:17]([C:20]3[CH:25]=[N:24][C:23]([CH:26]([OH:29])[CH2:27][OH:28])=[CH:22][N:21]=3)[C@H:16]([CH3:30])[CH2:15]2)=[C:10]([CH3:31])[C:9]=1[CH3:32])[C:2]1[CH:7]=[CH:6][CH:5]=[CH:4][CH:3]=1. The yield is 0.910.